Regression/Classification. Given a drug SMILES string, predict its toxicity properties. Task type varies by dataset: regression for continuous values (e.g., LD50, hERG inhibition percentage) or binary classification for toxic/non-toxic outcomes (e.g., AMES mutagenicity, cardiotoxicity, hepatotoxicity). Dataset: herg_karim. From a dataset of hERG potassium channel inhibition data for cardiac toxicity prediction from Karim et al.. The compound is O=C(O)c1cccc(C(=O)N2CCC(N3CCC(Oc4ccc(Cl)c(Cl)c4)CC3)CC2)c1. The result is 0 (non-blocker).